From a dataset of Full USPTO retrosynthesis dataset with 1.9M reactions from patents (1976-2016). Predict the reactants needed to synthesize the given product. (1) Given the product [CH3:50][O:49][C:47](=[O:48])[CH2:46][O:35][C:32]1[CH:33]=[CH:34][C:29]([N:7]([CH2:6][C:5]2[CH:36]=[CH:37][CH:38]=[C:3]([C:1]#[N:2])[CH:4]=2)[CH:8]2[CH2:13][CH2:12][N:11]([CH:14]([CH3:28])[CH2:15][CH2:16][NH:17][C:18](=[O:27])[C:19]3[C:24]([CH3:25])=[CH:23][CH:22]=[CH:21][C:20]=3[CH3:26])[CH2:10][CH2:9]2)=[CH:30][CH:31]=1, predict the reactants needed to synthesize it. The reactants are: [C:1]([C:3]1[CH:4]=[C:5]([CH:36]=[CH:37][CH:38]=1)[CH2:6][N:7]([C:29]1[CH:34]=[CH:33][C:32]([OH:35])=[CH:31][CH:30]=1)[CH:8]1[CH2:13][CH2:12][N:11]([CH:14]([CH3:28])[CH2:15][CH2:16][NH:17][C:18](=[O:27])[C:19]2[C:24]([CH3:25])=[CH:23][CH:22]=[CH:21][C:20]=2[CH3:26])[CH2:10][CH2:9]1)#[N:2].C([O-])([O-])=O.[K+].[K+].Br[CH2:46][C:47]([O:49][CH3:50])=[O:48]. (2) Given the product [C:1]([O:5][C:6]([N:8]1[CH2:12][C@@H:11]([O:13][Si:31]([C:27]([CH3:30])([CH3:29])[CH3:28])([CH3:33])[CH3:32])[CH2:10][C@H:9]1[C:14]([OH:16])=[O:15])=[O:7])([CH3:4])([CH3:2])[CH3:3], predict the reactants needed to synthesize it. The reactants are: [C:1]([O:5][C:6]([N:8]1[CH2:12][C@@H:11]([OH:13])[CH2:10][C@H:9]1[C:14]([OH:16])=[O:15])=[O:7])([CH3:4])([CH3:3])[CH3:2].N1C=CN=C1.CN(C)C=O.[C:27]([Si:31](Cl)([CH3:33])[CH3:32])([CH3:30])([CH3:29])[CH3:28].